Dataset: Reaction yield outcomes from USPTO patents with 853,638 reactions. Task: Predict the reaction yield, written as a fraction of the theoretical maximum amount of product (1.0 means a 100% yield; for example, 0.34 means a 34% yield). (1) The reactants are COC1C=C(C=CC=1OC)C[NH:7][C:8]1[N:13]2[N:14]=[C:15]([C:17]3[O:18][CH:19]=[CH:20][CH:21]=3)[N:16]=[C:12]2[CH:11]=[C:10]([C:22]2([O:25][CH2:26][CH3:27])[CH2:24][CH2:23]2)[N:9]=1.O.C(C1C(=O)C(Cl)=C(Cl)C(=O)C=1C#N)#N.[OH-].[Na+]. The catalyst is C(Cl)(Cl)Cl. The product is [NH2:7][C:8]1[N:13]2[N:14]=[C:15]([C:17]3[O:18][CH:19]=[CH:20][CH:21]=3)[N:16]=[C:12]2[CH:11]=[C:10]([C:22]2([O:25][CH2:26][CH3:27])[CH2:23][CH2:24]2)[N:9]=1. The yield is 0.340. (2) The reactants are [Cl:1][C:2]1[CH:11]=[CH:10][CH:9]=[C:8]2[C:3]=1[CH:4]=[CH:5][CH:6]=[N:7]2.[N+:12]([O-])([O-:14])=[O:13].[K+].OS(O)(=O)=O. The catalyst is C(Cl)Cl.CCCCC. The product is [Cl:1][C:2]1[CH:11]=[CH:10][C:9]([N+:12]([O-:14])=[O:13])=[C:8]2[C:3]=1[CH:4]=[CH:5][CH:6]=[N:7]2. The yield is 0.510. (3) The reactants are [N:1]1[CH:6]=[CH:5][CH:4]=[CH:3][C:2]=1[S:7](Cl)(=[O:9])=[O:8].C(O[C:16](=[O:35])[NH:17][C@H:18]([C:23](=[O:34])[NH:24][C@H:25]1[CH2:31][CH2:30][C@@H:29]([CH3:32])[NH:28][CH2:27][C@@H:26]1[OH:33])[CH2:19][CH:20]([CH3:22])[CH3:21])(C)(C)C.C(OC(=O)N[C@H](C(=O)N[C@@H:50]1[CH2:56][CH2:55][C@H:54]([CH3:57])NC[C@H:51]1[OH:58])CC(C)C)(C)(C)C.CN1CCO[CH2:64][CH2:63]1. The catalyst is C(Cl)Cl.CCOC(C)=O. The product is [CH3:22][CH:20]([CH3:21])[CH2:19][C@H:18]([NH:17][C:16]([C:63]1[O:58][C:51]2[CH:57]=[CH:54][CH:55]=[CH:56][C:50]=2[CH:64]=1)=[O:35])[C:23](=[O:34])[NH:24][C@H:25]1[CH2:31][CH2:30][C@@H:29]([CH3:32])[N:28]([S:7]([C:2]2[CH:3]=[CH:4][CH:5]=[CH:6][N:1]=2)(=[O:9])=[O:8])[CH2:27][C:26]1=[O:33]. The yield is 0.640. (4) The reactants are [CH2:1]([C:3]1[CH:8]=[CH:7][C:6]([C@H:9]2[CH2:14][C@@H:13]([CH3:15])[N:12]3[N:16]=[CH:17][C:18]([C:19](O)=[O:20])=[C:11]3[NH:10]2)=[CH:5][CH:4]=1)[CH3:2].CN(C(ON1N=NC2C=CC=NC1=2)=[N+](C)C)C.F[P-](F)(F)(F)(F)F.C(N(CC)C(C)C)(C)C.[CH3:55][O:56][C:57]1[CH:64]=[CH:63][C:60]([CH2:61][NH2:62])=[CH:59][CH:58]=1. No catalyst specified. The product is [CH2:1]([C:3]1[CH:4]=[CH:5][C:6]([C@H:9]2[CH2:14][C@@H:13]([CH3:15])[N:12]3[N:16]=[CH:17][C:18]([C:19]([NH:62][CH2:61][C:60]4[CH:63]=[CH:64][C:57]([O:56][CH3:55])=[CH:58][CH:59]=4)=[O:20])=[C:11]3[NH:10]2)=[CH:7][CH:8]=1)[CH3:2]. The yield is 0.730. (5) The reactants are [F:1][C:2]1[CH:7]=[CH:6][C:5]([CH2:8][C:9]2[CH:18]=[C:17]3[C:12]([C:13]([OH:30])=[C:14]([C:25](OCC)=[O:26])[C:15](=[O:24])[N:16]3[CH2:19][C:20]([F:23])([F:22])[F:21])=[N:11][CH:10]=2)=[CH:4][CH:3]=1.[NH2:31][CH2:32][CH2:33][OH:34]. No catalyst specified. The product is [F:1][C:2]1[CH:3]=[CH:4][C:5]([CH2:8][C:9]2[CH:18]=[C:17]3[C:12]([C:13]([OH:30])=[C:14]([C:25]([NH:31][CH2:32][CH2:33][OH:34])=[O:26])[C:15](=[O:24])[N:16]3[CH2:19][C:20]([F:22])([F:23])[F:21])=[N:11][CH:10]=2)=[CH:6][CH:7]=1. The yield is 0.290.